From a dataset of Reaction yield outcomes from USPTO patents with 853,638 reactions. Predict the reaction yield, written as a fraction of the theoretical maximum amount of product (1.0 means a 100% yield; for example, 0.34 means a 34% yield). The reactants are [N+:1]([C:4]1[C:13]2[C:8](=[CH:9][CH:10]=[CH:11][CH:12]=2)[C:7]([OH:14])=[CH:6][CH:5]=1)([O-:3])=[O:2].C1C=CC(P(C2C=CC=CC=2)C2C=CC=CC=2)=CC=1.[NH2:34][C:35]1[CH:40]=[C:39]([CH2:41]O)[CH:38]=[CH:37][N:36]=1.CC(OC(/N=N/C(OC(C)C)=O)=O)C. The catalyst is C1COCC1. The product is [NH2:34][C:35]1[CH:40]=[C:39]([CH2:41][O:14][C:7]2[C:8]3[C:13](=[CH:12][CH:11]=[CH:10][CH:9]=3)[C:4]([N+:1]([O-:3])=[O:2])=[CH:5][CH:6]=2)[CH:38]=[CH:37][N:36]=1. The yield is 0.560.